This data is from Full USPTO retrosynthesis dataset with 1.9M reactions from patents (1976-2016). The task is: Predict the reactants needed to synthesize the given product. (1) Given the product [Cl:24][C:20]1[CH:19]=[C:18]([NH:17][C:16]([N:13]2[CH2:14][CH2:15][C:10]3[NH:9][N:8]=[C:7]([C:29]4[CH:30]=[CH:31][CH:32]=[CH:33][C:28]=4[CH3:37])[C:11]=3[CH2:12]2)=[O:25])[CH:23]=[CH:22][CH:21]=1, predict the reactants needed to synthesize it. The reactants are: FC(F)(F)S(O[C:7]1[C:11]2[CH2:12][N:13]([C:16](=[O:25])[NH:17][C:18]3[CH:23]=[CH:22][CH:21]=[C:20]([Cl:24])[CH:19]=3)[CH2:14][CH2:15][C:10]=2[NH:9][N:8]=1)(=O)=O.[C:28]1([CH3:37])[CH:33]=[CH:32][CH:31]=[CH:30][C:29]=1B(O)O.[O-]P([O-])([O-])=O.[K+].[K+].[K+].O. (2) Given the product [C:10]([C:6]1[CH:5]=[C:4]([C:14](=[O:16])[CH3:15])[CH:3]=[C:2]([N:1]2[CH2:29][CH2:28][O:27][CH2:26][CH2:25]2)[C:7]=1[O:8][CH3:9])([CH3:11])([CH3:12])[CH3:13], predict the reactants needed to synthesize it. The reactants are: [NH2:1][C:2]1[CH:3]=[C:4]([C:14](=[O:16])[CH3:15])[CH:5]=[C:6]([C:10]([CH3:13])([CH3:12])[CH3:11])[C:7]=1[O:8][CH3:9].C(=O)([O-])[O-].[K+].[K+].[I-].[Na+].[CH3:25][CH2:26][O:27][CH2:28][CH3:29]. (3) Given the product [C:1]([O:4][C@H:5]1[CH2:10][CH2:9][C@H:8]2[C@H:11]3[C@H:21]([CH2:22][CH2:23][C@:6]12[CH3:7])[C@:19]1([CH3:20])[C:14](=[CH:15][C:16](=[O:24])[CH:17]=[CH:18]1)[C:13](=[CH2:25])[CH2:12]3)(=[O:3])[CH3:2], predict the reactants needed to synthesize it. The reactants are: [C:1]([O:4][C@H:5]1[CH2:10][CH2:9][C@H:8]2[C@H:11]3[C@H:21]([CH2:22][CH2:23][C@:6]12[CH3:7])[C@:19]1([CH3:20])[C:14](=[CH:15][C:16](=[O:24])[CH2:17][CH2:18]1)[C:13](=[CH2:25])[CH2:12]3)(=[O:3])[CH3:2].ClC1C(=O)C(C#N)=C(C#N)C(=O)C=1Cl.FC(F)(F)S(O)(=O)=O.FC(F)(F)C(=N[Si](C)(C)C)O[Si](C)(C)C. (4) Given the product [OH:1][C:2]1[CH:7]=[CH:6][C:5]([C:8]2[N:13]=[C:12]([NH:14][C:15]3[CH:16]=[C:17]([CH:21]=[CH:22][CH:23]=3)[C:18]([N:32]([CH3:31])[CH:25]3[CH2:28][CH2:27][N:26]([CH3:29])[CH2:24]3)=[O:20])[CH:11]=[N:10][CH:9]=2)=[CH:4][CH:3]=1, predict the reactants needed to synthesize it. The reactants are: [OH:1][C:2]1[CH:7]=[CH:6][C:5]([C:8]2[N:13]=[C:12]([NH:14][C:15]3[CH:16]=[C:17]([CH:21]=[CH:22][CH:23]=3)[C:18]([OH:20])=O)[CH:11]=[N:10][CH:9]=2)=[CH:4][CH:3]=1.[CH2:24]([N:26]([CH2:29]C)[CH2:27][CH3:28])[CH3:25].[CH3:31][N:32](C(ON1N=NC2C=CC=CC1=2)=[N+](C)C)C.[B-](F)(F)(F)F. (5) Given the product [F:37][C:38]1[CH:43]=[CH:42][C:41]([S:44]([N:28]([CH3:29])[CH:25]2[CH2:24][CH2:23][N:22]([C:20](=[O:21])/[CH:19]=[CH:18]/[C:9]3[CH:10]=[CH:11][C:12]([C:14]([F:15])([F:16])[F:17])=[CH:13][C:8]=3[CH2:7][N:5]3[N:4]=[N:3][C:2]([CH3:1])=[N:6]3)[CH2:27][CH2:26]2)(=[O:46])=[O:45])=[CH:40][CH:39]=1, predict the reactants needed to synthesize it. The reactants are: [CH3:1][C:2]1[N:3]=[N:4][N:5]([CH2:7][C:8]2[CH:13]=[C:12]([C:14]([F:17])([F:16])[F:15])[CH:11]=[CH:10][C:9]=2/[CH:18]=[CH:19]/[C:20]([N:22]2[CH2:27][CH2:26][CH:25]([NH:28][CH3:29])[CH2:24][CH2:23]2)=[O:21])[N:6]=1.C(N(CC)CC)C.[F:37][C:38]1[CH:43]=[CH:42][C:41]([S:44](Cl)(=[O:46])=[O:45])=[CH:40][CH:39]=1. (6) Given the product [F:3][C:4]1[CH:9]=[CH:8][C:7]([C:10]2[O:27][C:13]3[CH:14]=[C:15]([NH:22][S:23]([CH3:26])(=[O:25])=[O:24])[C:16]4[O:20][CH:19]([CH3:21])[CH2:18][C:17]=4[C:12]=3[C:11]=2[C:28]([NH:34][CH3:33])=[O:29])=[CH:6][CH:5]=1, predict the reactants needed to synthesize it. The reactants are: CN.[F:3][C:4]1[CH:9]=[CH:8][C:7]([C:10]2[O:27][C:13]3[CH:14]=[C:15]([NH:22][S:23]([CH3:26])(=[O:25])=[O:24])[C:16]4[O:20][CH:19]([CH3:21])[CH2:18][C:17]=4[C:12]=3[C:11]=2[C:28](O)=[O:29])=[CH:6][CH:5]=1.C1C[N:34]([P+](ON2N=NC3C=CC=CC2=3)(N2CCCC2)N2CCCC2)[CH2:33]C1.F[P-](F)(F)(F)(F)F. (7) Given the product [C:11]([C:10]1[C:6](=[C:5]([C:3]#[N:4])[C:27]#[N:28])[O:7][C:8]([CH3:26])([CH3:25])[C:9]=1[C:13]1[CH:18]=[CH:17][C:16]([C:19]#[CH:20])=[CH:15][CH:14]=1)#[N:12], predict the reactants needed to synthesize it. The reactants are: [F-].[K+].[C:3]([C:5]([C:27]#[N:28])=[C:6]1[C:10]([C:11]#[N:12])=[C:9]([C:13]2[CH:18]=[CH:17][C:16]([C:19]#[C:20][Si](C)(C)C)=[CH:15][CH:14]=2)[C:8]([CH3:26])([CH3:25])[O:7]1)#[N:4].O. (8) Given the product [CH2:50]([NH:49][CH2:48][CH2:47][NH:46][CH2:42][CH:43]([CH3:45])[CH3:44])[CH:51]([CH3:52])[CH3:53].[C:28]([NH:1][CH:2]1[C:24](=[O:25])[N:4]2[C:5]([C:21]([OH:23])=[O:22])=[C:6]([CH2:9][S:10][C:11]3[N:15]([CH2:16][S:17]([OH:20])(=[O:18])=[O:19])[N:14]=[N:13][N:12]=3)[CH2:7][S:8][C@H:3]12)(=[O:31])[C@@H:34]([C:35]1[CH:39]=[CH:38][CH:44]=[CH:43][CH:42]=1)[OH:37], predict the reactants needed to synthesize it. The reactants are: [NH2:1][CH:2]1[C:24](=[O:25])[N:4]2[C:5]([C:21]([OH:23])=[O:22])=[C:6]([CH2:9][S:10][C:11]3[N:15]([CH2:16][S:17]([OH:20])(=[O:19])=[O:18])[N:14]=[N:13][N:12]=3)[CH2:7][S:8][C@H:3]12.[OH-].[Na+].[C:28](=[O:31])(O)[O-].[Na+].Cl.[C:34]([OH:37])(=O)[CH3:35].[C:38](O)(=O)[CH3:39].[CH2:42]([NH:46][CH2:47][CH2:48][NH:49][CH2:50][CH:51]([CH3:53])[CH3:52])[CH:43]([CH3:45])[CH3:44]. (9) Given the product [Br:1][C:2]1[C:3]([CH3:12])=[C:4]([CH:8]=[C:9]([C:18]2[CH:17]=[N:16][C:15]([S:14][CH3:13])=[N:20][CH:19]=2)[CH:10]=1)[C:5]([O:7][CH3:30])=[O:6], predict the reactants needed to synthesize it. The reactants are: [Br:1][C:2]1[C:3]([CH3:12])=[C:4]([CH:8]=[C:9](I)[CH:10]=1)[C:5]([O-:7])=[O:6].[CH3:13][S:14][C:15]1[N:20]=[CH:19][C:18](B2OC(C)(C)C(C)(C)O2)=[CH:17][N:16]=1.[C:30](=O)(O)[O-].[Na+].